This data is from Forward reaction prediction with 1.9M reactions from USPTO patents (1976-2016). The task is: Predict the product of the given reaction. The product is: [CH:31]12[N:34]([C:2]3[N:7]=[C:6]([C:8]4[CH:13]=[CH:12][C:11]([N+:14]([O-:16])=[O:15])=[CH:10][CH:9]=4)[N:5]=[C:4]([N:17]4[C@@H:21]([CH2:22][OH:23])[CH2:20][CH2:19][C@H:18]4[CH2:24][OH:25])[N:3]=3)[CH:27]([CH2:33][CH2:32]1)[CH2:28][O:29][CH2:30]2. Given the reactants Cl[C:2]1[N:7]=[C:6]([C:8]2[CH:13]=[CH:12][C:11]([N+:14]([O-:16])=[O:15])=[CH:10][CH:9]=2)[N:5]=[C:4]([N:17]2[C@@H:21]([CH2:22][OH:23])[CH2:20][CH2:19][C@H:18]2[CH2:24][OH:25])[N:3]=1.Cl.[CH:27]12[NH:34][CH:31]([CH2:32][CH2:33]1)[CH2:30][O:29][CH2:28]2.C(N(CC)CC)C, predict the reaction product.